From a dataset of Catalyst prediction with 721,799 reactions and 888 catalyst types from USPTO. Predict which catalyst facilitates the given reaction. Reactant: [Cl:1][C:2]1[C:7]([CH2:8][S:9][C:10]2[N:15]=[C:14]([OH:16])[CH:13]=[C:12]([CH3:17])[N:11]=2)=[CH:6][CH:5]=[CH:4][N:3]=1.Cl.O1CCOCC1. Product: [ClH:1].[Cl:1][C:2]1[C:7]([CH2:8][S:9][C:10]2[N:15]=[C:14]([OH:16])[CH:13]=[C:12]([CH3:17])[N:11]=2)=[CH:6][CH:5]=[CH:4][N:3]=1. The catalyst class is: 5.